This data is from Full USPTO retrosynthesis dataset with 1.9M reactions from patents (1976-2016). The task is: Predict the reactants needed to synthesize the given product. (1) The reactants are: [F:1][C:2]1[CH:29]=[C:28]([F:30])[CH:27]=[CH:26][C:3]=1[O:4][C:5]1[CH:10]=[CH:9][C:8]([CH2:11][S:12]([CH2:15][CH3:16])(=[O:14])=[O:13])=[CH:7][C:6]=1B1OC(C)(C)C(C)(C)O1.Br[C:32]1[N:37]2[CH:38]=[N:39][CH:40]=[C:36]2[C:35](=[O:41])[N:34]([CH3:42])[CH:33]=1.[O-]P([O-])([O-])=O.[K+].[K+].[K+]. Given the product [F:1][C:2]1[CH:29]=[C:28]([F:30])[CH:27]=[CH:26][C:3]=1[O:4][C:5]1[CH:10]=[CH:9][C:8]([CH2:11][S:12]([CH2:15][CH3:16])(=[O:13])=[O:14])=[CH:7][C:6]=1[C:32]1[N:37]2[CH:38]=[N:39][CH:40]=[C:36]2[C:35](=[O:41])[N:34]([CH3:42])[CH:33]=1, predict the reactants needed to synthesize it. (2) The reactants are: [CH3:1][N:2]([CH3:21])[C:3]1[CH:8]=[CH:7][C:6]([C:9]2[N:10]=[C:11]3[CH:16]=[C:15]([CH3:17])[C:14]([CH:18]=[CH2:19])=[CH:13][N:12]3[CH:20]=2)=[CH:5][CH:4]=1.B1C2CCCC1CCC2.[OH-:31].[Na+].OO. Given the product [CH3:21][N:2]([CH3:1])[C:3]1[CH:4]=[CH:5][C:6]([C:9]2[N:10]=[C:11]3[CH:16]=[C:15]([CH3:17])[C:14]([CH2:18][CH2:19][OH:31])=[CH:13][N:12]3[CH:20]=2)=[CH:7][CH:8]=1, predict the reactants needed to synthesize it.